Predict which catalyst facilitates the given reaction. From a dataset of Catalyst prediction with 721,799 reactions and 888 catalyst types from USPTO. (1) Reactant: [NH2:1][C:2]1[CH:7]=[CH:6][C:5]([C:8]2[CH:13]=[CH:12][C:11]([C:14]([F:17])([F:16])[F:15])=[CH:10][CH:9]=2)=[CH:4][C:3]=1[O:18][CH2:19][CH2:20][C:21]([OH:23])=O.Cl.CN(C)CCCN=C=NCC. Product: [F:15][C:14]([F:17])([F:16])[C:11]1[CH:12]=[CH:13][C:8]([C:5]2[CH:6]=[CH:7][C:2]3[NH:1][C:21](=[O:23])[CH2:20][CH2:19][O:18][C:3]=3[CH:4]=2)=[CH:9][CH:10]=1. The catalyst class is: 18. (2) Reactant: [CH3:1][O:2][C:3](=[O:15])[C@H:4]([CH2:13]O)[NH:5][C:6]([O:8][C:9]([CH3:12])([CH3:11])[CH3:10])=[O:7].C(NC(C)C)(C)C.CS(Cl)(=O)=O.[C:28]1([SH:34])[CH:33]=[CH:32][CH:31]=[CH:30][CH:29]=1. Product: [C:9]([O:8][C:6]([NH:5][C@H:4]([C:3]([O:2][CH3:1])=[O:15])[CH2:13][S:34][C:28]1[CH:33]=[CH:32][CH:31]=[CH:30][CH:29]=1)=[O:7])([CH3:12])([CH3:11])[CH3:10]. The catalyst class is: 4. (3) Reactant: C[O:2][C:3]([C@@H:5]1[CH2:9][C@H:8]([O:10][C:11]2[CH:16]=[CH:15][CH:14]=[C:13]([Cl:17])[CH:12]=2)[CH2:7][N:6]1[C:18]([O:20][C:21]([CH3:24])([CH3:23])[CH3:22])=[O:19])=[O:4].O[Li].O. Product: [C:21]([O:20][C:18]([N:6]1[CH2:7][C@@H:8]([O:10][C:11]2[CH:16]=[CH:15][CH:14]=[C:13]([Cl:17])[CH:12]=2)[CH2:9][C@H:5]1[C:3]([OH:4])=[O:2])=[O:19])([CH3:24])([CH3:22])[CH3:23]. The catalyst class is: 20. (4) Reactant: [CH:1]1([N:4]([CH:20]2[CH2:25][CH2:24][NH:23][CH2:22][CH2:21]2)[C:5](=[O:19])[C:6]2[CH:11]=[CH:10][C:9]([C@@:12]([OH:18])([CH3:17])[C:13]([F:16])([F:15])[F:14])=[CH:8][CH:7]=2)[CH2:3][CH2:2]1.C(O[C:29]1(O[Si](C)(C)C)[CH2:31][CH2:30]1)C.CC(O)=O.[BH3-]C#N.[Na+]. Product: [CH:1]1([N:4]([CH:20]2[CH2:21][CH2:22][N:23]([CH:29]3[CH2:31][CH2:30]3)[CH2:24][CH2:25]2)[C:5](=[O:19])[C:6]2[CH:11]=[CH:10][C:9]([C@@:12]([OH:18])([CH3:17])[C:13]([F:16])([F:15])[F:14])=[CH:8][CH:7]=2)[CH2:2][CH2:3]1. The catalyst class is: 191. (5) Reactant: [NH2:1][C:2]1[CH:3]=[C:4]([OH:9])[CH:5]=[CH:6][C:7]=1[CH3:8].CC(C)([O-])C.[K+].I[C:17]1[CH:18]=[CH:19][C:20]2[N:21]([CH:23]=[C:24]([NH:26][C:27]([CH:29]3[CH2:31][CH:30]3[CH3:32])=[O:28])[N:25]=2)[N:22]=1.C(=O)([O-])[O-].[K+].[K+]. Product: [NH2:1][C:2]1[CH:3]=[C:4]([CH:5]=[CH:6][C:7]=1[CH3:8])[O:9][C:17]1[CH:18]=[CH:19][C:20]2[N:21]([CH:23]=[C:24]([NH:26][C:27]([CH:29]3[CH2:31][CH:30]3[CH3:32])=[O:28])[N:25]=2)[N:22]=1. The catalyst class is: 9.